Dataset: Full USPTO retrosynthesis dataset with 1.9M reactions from patents (1976-2016). Task: Predict the reactants needed to synthesize the given product. (1) The reactants are: [CH:1]1([CH2:4][N:5]([CH2:18][CH2:19][CH2:20][OH:21])[C:6]2[CH:13]=[CH:12][C:9]([C:10]#[N:11])=[C:8]([C:14]([F:17])([F:16])[F:15])[CH:7]=2)[CH2:3][CH2:2]1.O[C:23]1[CH:30]=[CH:29][C:26]([CH:27]=[O:28])=[CH:25][CH:24]=1. Given the product [CH:1]1([CH2:4][N:5]([CH2:18][CH2:19][CH2:20][O:21][C:23]2[CH:30]=[CH:29][C:26]([CH2:27][OH:28])=[CH:25][CH:24]=2)[C:6]2[CH:13]=[CH:12][C:9]([C:10]#[N:11])=[C:8]([C:14]([F:16])([F:17])[F:15])[CH:7]=2)[CH2:2][CH2:3]1, predict the reactants needed to synthesize it. (2) Given the product [CH3:34][C:35]1[CH:36]=[C:37]2[C:38](=[CH:41][CH:42]=1)[CH:39]=[N:22][C:15]([C:14]([O:13][CH3:12])=[O:33])=[CH:43]2, predict the reactants needed to synthesize it. The reactants are: C1CCN2C(=NCCC2)CC1.[CH3:12][O:13][C:14](=[O:33])[CH:15]([NH:22]C(OCC1C=CC=CC=1)=O)P(OC)(OC)=O.[CH3:34][C:35]1[CH:36]=[C:37]([CH:43]=O)[C:38](=[CH:41][CH:42]=1)[CH:39]=O.C(OC(C(F)(F)F)=O)(C(F)(F)F)=O. (3) Given the product [Si:1]([O:8][CH2:9][C@@H:10]1[O:14][C:13](=[O:15])[N:12]([C:16]2[CH:17]=[CH:18][C:19]([Sn:22]([CH3:23])([CH3:24])[CH3:25])=[C:20]([F:48])[CH:21]=2)[CH2:11]1)([C:4]([CH3:7])([CH3:6])[CH3:5])([CH3:3])[CH3:2], predict the reactants needed to synthesize it. The reactants are: [Si:1]([O:8][CH2:9][C@@H:10]1[O:14][C:13](=[O:15])[N:12]([C:16]2[CH:21]=[CH:20][C:19]([Sn:22]([CH3:25])([CH3:24])[CH3:23])=[CH:18][CH:17]=2)[CH2:11]1)([C:4]([CH3:7])([CH3:6])[CH3:5])([CH3:3])[CH3:2].[Si](OC[C@@H]1OC(=O)N(C2C=CC(I)=C([F:48])C=2)C1)(C(C)(C)C)(C)C. (4) The reactants are: Cl.[Cl:2][C:3]1[C:4]([NH:13][C@H:14]2[CH2:18][CH2:17][CH2:16][C@@H:15]2[NH2:19])=[N:5][CH:6]=[C:7]([C:9]([F:12])([F:11])[F:10])[CH:8]=1.[N:20]1[N:21]([C:25]2[C:26]([C:31](O)=[O:32])=[N:27][CH:28]=[CH:29][CH:30]=2)[N:22]=[CH:23][CH:24]=1.C(Cl)CCl.N1C2C(=NC=CC=2)N(O)N=1.C(N(CC)CC)C. Given the product [Cl:2][C:3]1[C:4]([NH:13][C@H:14]2[CH2:18][CH2:17][CH2:16][C@@H:15]2[NH:19][C:31]([C:26]2[C:25]([N:21]3[N:22]=[CH:23][CH:24]=[N:20]3)=[CH:30][CH:29]=[CH:28][N:27]=2)=[O:32])=[N:5][CH:6]=[C:7]([C:9]([F:12])([F:10])[F:11])[CH:8]=1, predict the reactants needed to synthesize it. (5) Given the product [CH2:25]([O:1][C:2]1[CH:3]=[CH:4][C:5]([C:8]23[CH2:15][CH:14]4[CH2:13][CH:12]([CH2:11][C:10]([C:18]5[CH:19]=[CH:20][C:21]([O:24][CH2:33][CH:34]6[O:35][CH2:36]6)=[CH:22][CH:23]=5)([CH2:16]4)[CH2:9]2)[CH2:17]3)=[CH:6][CH:7]=1)[CH:27]1[O:29][CH2:28]1, predict the reactants needed to synthesize it. The reactants are: [OH:1][C:2]1[CH:7]=[CH:6][C:5]([C:8]23[CH2:17][CH:12]4[CH2:13][CH:14]([CH2:16][C:10]([C:18]5[CH:23]=[CH:22][C:21]([OH:24])=[CH:20][CH:19]=5)([CH2:11]4)[CH2:9]2)[CH2:15]3)=[CH:4][CH:3]=1.[CH2:25]([CH:27]1[O:29][CH2:28]1)Cl.[OH-].[Na+].C[CH2:33][C:34]([CH3:36])=[O:35]. (6) Given the product [OH:35][CH:36]1[CH2:40][CH2:39][N:38]([CH2:1][C:3]2[CH:4]=[CH:5][C:6]([CH:9]([NH:11][C:12]([C:14]3[CH:18]=[C:17]([CH2:19][N:20]([S:22]([C:25]4[C:30]([CH3:31])=[CH:29][C:28]([O:32][CH3:33])=[CH:27][C:26]=4[CH3:34])(=[O:24])=[O:23])[CH3:21])[O:16][CH:15]=3)=[O:13])[CH3:10])=[CH:7][CH:8]=2)[CH2:37]1, predict the reactants needed to synthesize it. The reactants are: [CH:1]([C:3]1[CH:8]=[CH:7][C:6]([CH:9]([NH:11][C:12]([C:14]2[CH:18]=[C:17]([CH2:19][N:20]([S:22]([C:25]3[C:30]([CH3:31])=[CH:29][C:28]([O:32][CH3:33])=[CH:27][C:26]=3[CH3:34])(=[O:24])=[O:23])[CH3:21])[O:16][CH:15]=2)=[O:13])[CH3:10])=[CH:5][CH:4]=1)=O.[OH:35][CH:36]1[CH2:40][CH2:39][NH:38][CH2:37]1.CC(O)=O.ClCCCl. (7) Given the product [Cl:16][C:17]1[CH:22]=[C:21]([CH:23]([CH3:25])[CH3:24])[CH:20]=[CH:19][C:18]=1[O:6][S:3]([C:2]([F:15])([F:14])[F:1])(=[O:5])=[O:4], predict the reactants needed to synthesize it. The reactants are: [F:1][C:2]([F:15])([F:14])[S:3]([O:6]S(C(F)(F)F)(=O)=O)(=[O:5])=[O:4].[Cl:16][C:17]1[CH:22]=[C:21]([CH:23]([CH3:25])[CH3:24])[CH:20]=[CH:19][C:18]=1O. (8) Given the product [Br:23][C:19]1[CH:18]=[C:17]([C:15]([C:3]2[CH:8]=[CH:7][C:6]([O:9][CH2:10][CH3:11])=[C:5]([CH3:12])[CH:4]=2)=[CH2:14])[CH:22]=[CH:21][CH:20]=1, predict the reactants needed to synthesize it. The reactants are: [Mg].Br[C:3]1[CH:8]=[CH:7][C:6]([O:9][CH2:10][CH3:11])=[C:5]([CH3:12])[CH:4]=1.[Br-].[CH3:14][C:15]([C:17]1[CH:22]=[CH:21][CH:20]=[C:19]([Br:23])[CH:18]=1)=O.